From a dataset of Full USPTO retrosynthesis dataset with 1.9M reactions from patents (1976-2016). Predict the reactants needed to synthesize the given product. (1) Given the product [CH2:14]([N:11]([CH2:12][CH3:13])[CH2:10][CH2:9][S:8][C:7]1[CH:6]=[CH:5][C:4](/[CH:16]=[CH:17]/[C:18]([O:20][CH3:21])=[O:19])=[CH:3][C:2]=1[NH:1][CH2:30][CH2:29][CH2:28][C:22]1[CH:27]=[CH:26][CH:25]=[CH:24][CH:23]=1)[CH3:15], predict the reactants needed to synthesize it. The reactants are: [NH2:1][C:2]1[CH:3]=[C:4](/[CH:16]=[CH:17]/[C:18]([O:20][CH3:21])=[O:19])[CH:5]=[CH:6][C:7]=1[S:8][CH2:9][CH2:10][N:11]([CH2:14][CH3:15])[CH2:12][CH3:13].[C:22]1([CH2:28][CH2:29][CH:30]=O)[CH:27]=[CH:26][CH:25]=[CH:24][CH:23]=1.C(O[BH-](OC(=O)C)OC(=O)C)(=O)C.[Na+].O. (2) The reactants are: [CH3:1][CH:2]1[CH2:7][C:6]([C:8]2[CH:13]=[CH:12][N:11]=[CH:10][C:9]=2[N+:14]([O-:16])=[O:15])=[CH:5][CH:4]=[CH:3]1.C1C=C(Cl)C=C(C(OO)=[O:25])C=1.[N-:28]=[N+:29]=[N-:30].[Na+].[Cl-].[NH4+]. Given the product [N:28]([CH:4]1[CH:5]=[C:6]([C:8]2[CH:13]=[CH:12][N:11]=[CH:10][C:9]=2[N+:14]([O-:16])=[O:15])[CH2:7][CH:2]([CH3:1])[CH:3]1[OH:25])=[N+:29]=[N-:30], predict the reactants needed to synthesize it. (3) Given the product [F:42][C:41]([F:44])([F:43])[C:39]([OH:45])=[O:40].[CH3:10][N:11]([CH3:12])[C:6]1[N:5]=[CH:4][N:3]=[C:2]([NH:18][C@@H:19]2[CH2:20][CH2:21][C@H:22]([NH:25][C:26](=[O:35])[C:27]3[CH:32]=[CH:31][C:30]([F:33])=[C:29]([F:34])[CH:28]=3)[CH2:23][CH2:24]2)[CH:7]=1, predict the reactants needed to synthesize it. The reactants are: Cl[C:2]1[CH:7]=[C:6](Cl)[N:5]=[CH:4][N:3]=1.C[CH2:10][N:11](C(C)C)[CH:12](C)C.[NH2:18][C@@H:19]1[CH2:24][CH2:23][C@H:22]([NH:25][C:26](=[O:35])[C:27]2[CH:32]=[CH:31][C:30]([F:33])=[C:29]([F:34])[CH:28]=2)[CH2:21][CH2:20]1.CNC.[C:39]([OH:45])([C:41]([F:44])([F:43])[F:42])=[O:40].